This data is from Reaction yield outcomes from USPTO patents with 853,638 reactions. The task is: Predict the reaction yield, written as a fraction of the theoretical maximum amount of product (1.0 means a 100% yield; for example, 0.34 means a 34% yield). (1) The reactants are F[C:2]1[CH:9]=[CH:8][C:5]([CH:6]=[O:7])=[CH:4][CH:3]=1.[Br:10][C:11]1[CH:16]=[CH:15][CH:14]=[CH:13][C:12]=1[SH:17].C(=O)([O-])[O-].[K+].[K+]. The catalyst is CS(C)=O. The product is [Br:10][C:11]1[CH:16]=[CH:15][CH:14]=[CH:13][C:12]=1[S:17][C:2]1[CH:9]=[CH:8][C:5]([CH:6]=[O:7])=[CH:4][CH:3]=1. The yield is 0.870. (2) The reactants are [Br:1][C:2]1[C:3]([OH:17])=[C:4]2[C:9](=[CH:10][CH:11]=1)[N:8]([C:12]([O:14][CH3:15])=[O:13])[C@@H:7]([CH3:16])[CH2:6][CH2:5]2.Br[CH2:19][CH2:20][CH3:21].CC(C)([O-])C.[K+].O. The catalyst is CN(C=O)C. The product is [Br:1][C:2]1[C:3]([O:17][CH2:19][CH2:20][CH3:21])=[C:4]2[C:9](=[CH:10][CH:11]=1)[N:8]([C:12]([O:14][CH3:15])=[O:13])[C@@H:7]([CH3:16])[CH2:6][CH2:5]2. The yield is 0.960. (3) The reactants are [H-].[Na+].[CH2:3]([N:5]([C:9]1[CH:28]=[CH:27][C:12]2[N:13]([CH2:20][CH:21]3[CH2:26][CH2:25][O:24][CH2:23][CH2:22]3)[C:14]([C:16]([OH:19])([CH3:18])[CH3:17])=[N:15][C:11]=2[CH:10]=1)[C:6](=[O:8])[CH3:7])[CH3:4].I[CH3:30]. The catalyst is C1COCC1. The product is [CH2:3]([N:5]([C:9]1[CH:28]=[CH:27][C:12]2[N:13]([CH2:20][CH:21]3[CH2:22][CH2:23][O:24][CH2:25][CH2:26]3)[C:14]([C:16]([O:19][CH3:30])([CH3:18])[CH3:17])=[N:15][C:11]=2[CH:10]=1)[C:6](=[O:8])[CH3:7])[CH3:4]. The yield is 0.390. (4) The reactants are [NH:1]1[C:9]2[C:4](=[CH:5][CH:6]=[CH:7][CH:8]=2)[C:3]2([C:13]3=[CH:14][C:15]4[O:19][CH2:18][O:17][C:16]=4[CH:20]=[C:12]3[O:11][CH2:10]2)[C:2]1=O.[Cl:22][C:23]1[S:27][C:26]([CH2:28]O)=[N:25][N:24]=1.C(P(CCCC)CCCC)CCC.CN(C)C(N=NC(N(C)C)=O)=O. The catalyst is O1CCCC1. The product is [Cl:22][C:23]1[S:27][C:26]([CH2:28][N:1]2[C:9]3[C:4](=[CH:5][CH:6]=[CH:7][CH:8]=3)[C:3]3([C:13]4=[CH:14][C:15]5[O:19][CH2:18][O:17][C:16]=5[CH:20]=[C:12]4[O:11][CH2:10]3)[CH2:2]2)=[N:25][N:24]=1. The yield is 0.240. (5) The reactants are O=[C:2]1[C:11]2[C:10]([C:12]([O:14]C)=O)=[CH:9][CH:8]=[CH:7][C:6]=2[NH:5][CH:4]([C:16]2[CH:21]=[CH:20][CH:19]=[CH:18][N:17]=2)[CH:3]1[C:22]1[CH:27]=[CH:26][CH:25]=[CH:24][CH:23]=1.O.[NH2:29][NH2:30]. No catalyst specified. The product is [C:22]1([CH:3]2[C:2]3=[N:29][NH:30][C:12](=[O:14])[C:10]4[CH:9]=[CH:8][CH:7]=[C:6]([C:11]=43)[NH:5][CH:4]2[C:16]2[CH:21]=[CH:20][CH:19]=[CH:18][N:17]=2)[CH:23]=[CH:24][CH:25]=[CH:26][CH:27]=1. The yield is 0.370. (6) The reactants are [N+:1]([C:4]1[CH:11]=[CH:10][C:7]([C:8]#[N:9])=[CH:6][CH:5]=1)([O-:3])=[O:2].C[O-].[Na+].[NH4+:15].[Cl-:16]. The catalyst is CO. The product is [ClH:16].[N+:1]([C:4]1[CH:5]=[CH:6][C:7]([C:8]([NH2:15])=[NH:9])=[CH:10][CH:11]=1)([O-:3])=[O:2]. The yield is 0.620. (7) The reactants are [NH2:1][C:2]1[CH:9]=[CH:8][C:5]([C:6]#[N:7])=[CH:4][C:3]=1[N+:10]([O-:12])=[O:11].[N-:13]=[N+:14]=[N-:15].[Na+].Cl. The catalyst is [Zn+2].[Br-].[Br-]. The product is [N+:10]([C:3]1[CH:4]=[C:5]([C:6]2[NH:15][N:14]=[N:13][N:7]=2)[CH:8]=[CH:9][C:2]=1[NH2:1])([O-:12])=[O:11]. The yield is 0.870.